This data is from Reaction yield outcomes from USPTO patents with 853,638 reactions. The task is: Predict the reaction yield, written as a fraction of the theoretical maximum amount of product (1.0 means a 100% yield; for example, 0.34 means a 34% yield). The reactants are [S:1]([N:11]1[C:15]2=[N:16][CH:17]=[C:18]([CH:20]=[O:21])[N:19]=[C:14]2[CH:13]=[CH:12]1)([C:4]1[CH:10]=[CH:9][C:7]([CH3:8])=[CH:6][CH:5]=1)(=[O:3])=[O:2].Br[CH2:23][CH:24]=[CH2:25].[In].Cl. The catalyst is C1COCC1.O.CCOC(C)=O. The product is [S:1]([N:11]1[C:15]2[N:16]=[CH:17][C:18]([CH:20]([OH:21])[CH2:25][CH:24]=[CH2:23])=[N:19][C:14]=2[CH:13]=[CH:12]1)([C:4]1[CH:5]=[CH:6][C:7]([CH3:8])=[CH:9][CH:10]=1)(=[O:2])=[O:3]. The yield is 0.690.